From a dataset of Reaction yield outcomes from USPTO patents with 853,638 reactions. Predict the reaction yield, written as a fraction of the theoretical maximum amount of product (1.0 means a 100% yield; for example, 0.34 means a 34% yield). (1) The reactants are [CH3:1][N:2]([S:23]([C:26]1[S:27][CH:28]=[CH:29][CH:30]=1)(=[O:25])=[O:24])[C:3]1[CH:4]=[CH:5][CH:6]=[C:7]2[C:11]=1[NH:10][C:9]([C:12]1[S:13][CH:14]([CH2:17][C:18](OCC)=[O:19])[CH2:15][N:16]=1)=[CH:8]2.[BH4-].[Li+].O1CCCC1.C(O)(=O)CC(CC(O)=O)(C(O)=O)O. The catalyst is CO. The product is [OH:19][CH2:18][CH2:17][CH:14]1[S:13][C:12]([C:9]2[NH:10][C:11]3[C:7]([CH:8]=2)=[CH:6][CH:5]=[CH:4][C:3]=3[N:2]([CH3:1])[S:23]([C:26]2[S:27][CH:28]=[CH:29][CH:30]=2)(=[O:25])=[O:24])=[N:16][CH2:15]1. The yield is 0.960. (2) The reactants are [NH2:1][C:2]1[CH:9]=[CH:8][C:5]([C:6]#[N:7])=[CH:4][CH:3]=1.[S:10]([CH2:15][C:16](O)=[O:17])[CH2:11][C:12]([OH:14])=[O:13].CCN=C=NCCCN(C)C.CCN(C(C)C)C(C)C. The catalyst is CN(C1C=CN=CC=1)C.C1COCC1.O. The product is [C:6]([C:5]1[CH:8]=[CH:9][C:2]([NH:1][C:16](=[O:17])[CH2:15][S:10][CH2:11][C:12]([OH:14])=[O:13])=[CH:3][CH:4]=1)#[N:7]. The yield is 0.153. (3) The reactants are C(O)(C(F)(F)F)=O.C([O:12][C:13]([C:15]1[CH:16]=[C:17]([C:21]2[N:30]=[C:29]([NH:31][C:32]([C:34]3([C:37]4[CH:47]=[CH:46][C:40]5[O:41][C:42]([F:45])([F:44])[O:43][C:39]=5[CH:38]=4)[CH2:36][CH2:35]3)=[O:33])[CH:28]=[CH:27][C:22]=2[C:23]([O:25][CH3:26])=[O:24])[CH:18]=[CH:19][CH:20]=1)=[O:14])(C)(C)C. The catalyst is C(Cl)Cl.C([O-])(O)=O.[Na+]. The product is [F:45][C:42]1([F:44])[O:41][C:40]2[CH:46]=[CH:47][C:37]([C:34]3([C:32]([NH:31][C:29]4[N:30]=[C:21]([C:17]5[CH:16]=[C:15]([CH:20]=[CH:19][CH:18]=5)[C:13]([OH:14])=[O:12])[C:22]([C:23]([O:25][CH3:26])=[O:24])=[CH:27][CH:28]=4)=[O:33])[CH2:36][CH2:35]3)=[CH:38][C:39]=2[O:43]1. The yield is 0.910. (4) The reactants are C(OC([N:8]1[C@@H:13]([CH3:14])[CH2:12][N:11]([C:15](=[O:30])[C:16]2[CH:21]=[CH:20][C:19]([C:22]3[CH:23]=[N:24][C:25]([NH2:29])=[C:26]([OH:28])[CH:27]=3)=[CH:18][CH:17]=2)[CH2:10][C@H:9]1[CH3:31])=O)(C)(C)C.Br[CH2:33][C:34]1[CH:39]=[CH:38][CH:37]=[CH:36][C:35]=1[CH3:40].C([O-])([O-])=O.[Cs+].[Cs+].O. The catalyst is CN(C=O)C. The product is [NH2:29][C:25]1[N:24]=[CH:23][C:22]([C:19]2[CH:20]=[CH:21][C:16]([C:15]([N:11]3[CH2:10][CH:9]([CH3:31])[NH:8][CH:13]([CH3:14])[CH2:12]3)=[O:30])=[CH:17][CH:18]=2)=[CH:27][C:26]=1[O:28][CH2:33][C:34]1[CH:39]=[CH:38][CH:37]=[CH:36][C:35]=1[CH3:40]. The yield is 0.466. (5) The reactants are C[O:2][C:3](=[O:38])[CH2:4][CH:5]([NH:16][C:17]([CH:19]1[CH2:23][CH2:22][CH2:21][N:20]1[C:24](=[O:37])[CH:25]([NH:29][C:30]([O:32][C:33]([CH3:36])([CH3:35])[CH3:34])=[O:31])[CH:26]([CH3:28])[CH3:27])=[O:18])[CH2:6][C:7]1[CH:12]=[C:11]([F:13])[C:10]([F:14])=[CH:9][C:8]=1[F:15].O[Li].O. The catalyst is C1COCC1.CO.O. The product is [C:33]([O:32][C:30]([NH:29][CH:25]([CH:26]([CH3:28])[CH3:27])[C:24]([N:20]1[CH2:21][CH2:22][CH2:23][CH:19]1[C:17]([NH:16][CH:5]([CH2:6][C:7]1[CH:12]=[C:11]([F:13])[C:10]([F:14])=[CH:9][C:8]=1[F:15])[CH2:4][C:3]([OH:38])=[O:2])=[O:18])=[O:37])=[O:31])([CH3:36])([CH3:35])[CH3:34]. The yield is 0.936. (6) The reactants are C([O:3][C:4]([C:6]1[C:7]([C:12]2[CH:17]=[CH:16][C:15]([F:18])=[C:14]([F:19])[CH:13]=2)=[N:8][O:9][C:10]=1[CH3:11])=O)C.C(OC(C1C(C2C=CC=C(F)C=2)=NOC=1C)=O)C. No catalyst specified. The product is [F:19][C:14]1[CH:13]=[C:12]([C:7]2[C:6]([CH2:4][OH:3])=[C:10]([CH3:11])[O:9][N:8]=2)[CH:17]=[CH:16][C:15]=1[F:18]. The yield is 0.480.